This data is from Full USPTO retrosynthesis dataset with 1.9M reactions from patents (1976-2016). The task is: Predict the reactants needed to synthesize the given product. (1) Given the product [F:32][C:29]1[CH:30]=[CH:31][C:25]2[N:24]=[C:23]([C:18]3[C:17]4[C:16]5[C:11](=[CH:12][CH:13]=[CH:14][CH:15]=5)[N:10]([C:8]5[CH:7]=[CH:6][C:3]([C:4]([NH2:5])=[O:48])=[C:2]([NH:39][CH2:40][CH2:41][C:42]6[CH:47]=[CH:46][CH:45]=[CH:44][N:43]=6)[CH:9]=5)[C:22]=4[CH:21]=[CH:20][CH:19]=3)[NH:27][C:26]=2[CH:28]=1, predict the reactants needed to synthesize it. The reactants are: F[C:2]1[CH:9]=[C:8]([N:10]2[C:22]3[CH:21]=[CH:20][CH:19]=[C:18]([C:23]4[NH:27][C:26]5[CH:28]=[C:29]([F:32])[CH:30]=[CH:31][C:25]=5[N:24]=4)[C:17]=3[C:16]3[C:11]2=[CH:12][CH:13]=[CH:14][CH:15]=3)[CH:7]=[CH:6][C:3]=1[C:4]#[N:5].C(=O)([O-])[O-].[K+].[K+].[NH2:39][CH2:40][CH2:41][C:42]1[CH:47]=[CH:46][CH:45]=[CH:44][N:43]=1.[OH-:48].[Na+].OO. (2) The reactants are: [Cl:1][C:2]1[CH:3]=[C:4]([CH:18]=[CH:19][C:20]=1[Cl:21])[CH2:5][CH:6]1[C:13]2[CH:12]=[C:11]([C:14]([O:16]C)=[O:15])[NH:10][C:9]=2[CH2:8][CH2:7]1.[OH-].[Li+].CO. Given the product [Cl:1][C:2]1[CH:3]=[C:4]([CH:18]=[CH:19][C:20]=1[Cl:21])[CH2:5][CH:6]1[C:13]2[CH:12]=[C:11]([C:14]([OH:16])=[O:15])[NH:10][C:9]=2[CH2:8][CH2:7]1, predict the reactants needed to synthesize it. (3) Given the product [N+:1]([C:4]1[CH:5]=[CH:6][C:7]([S:10][CH2:11][C:12]2[NH:20][N:19]=[N:18][N:13]=2)=[CH:8][CH:9]=1)([O-:3])=[O:2], predict the reactants needed to synthesize it. The reactants are: [N+:1]([C:4]1[CH:9]=[CH:8][C:7]([S:10][CH2:11][C:12]#[N:13])=[CH:6][CH:5]=1)([O-:3])=[O:2].C[Si]([N:18]=[N+:19]=[N-:20])(C)C.C([Sn](=O)CCCC)CCC. (4) Given the product [F:22][C:3]1[C:4]([C:9]([C:11]2[C:19]3[C:14](=[N:15][CH:16]=[C:17]([F:21])[C:18]=3[I:20])[NH:13][CH:12]=2)=[O:10])=[C:5]([F:8])[CH:6]=[CH:7][C:2]=1[NH:1][S:34]([N:29]1[CH2:33][CH2:32][CH2:31][CH2:30]1)(=[O:36])=[O:35], predict the reactants needed to synthesize it. The reactants are: [NH2:1][C:2]1[C:3]([F:22])=[C:4]([C:9]([C:11]2[C:19]3[C:14](=[N:15][CH:16]=[C:17]([F:21])[C:18]=3[I:20])[NH:13][CH:12]=2)=[O:10])[C:5]([F:8])=[CH:6][CH:7]=1.N1C=CC=CC=1.[N:29]1([S:34](Cl)(=[O:36])=[O:35])[CH2:33][CH2:32][CH2:31][CH2:30]1.O. (5) Given the product [Br:1][C:2]1[CH:9]=[CH:8][C:5]([CH2:6][O:7][C:17]2[CH:22]=[CH:21][CH:20]=[CH:19][N:18]=2)=[CH:4][CH:3]=1, predict the reactants needed to synthesize it. The reactants are: [Br:1][C:2]1[CH:9]=[CH:8][C:5]([CH2:6][OH:7])=[CH:4][CH:3]=1.CC(C)([O-])C.[K+].F[C:17]1[CH:22]=[CH:21][CH:20]=[CH:19][N:18]=1.O.[Cl-].[Na+]. (6) Given the product [O:18]=[C:19]1[CH:20]=[C:24]([CH:26]2[CH2:31][CH2:30][N:29]([C:32]([O:34][C:35]([CH3:38])([CH3:37])[CH3:36])=[O:33])[CH2:28][CH2:27]2)[N:9]2[N:10]=[C:11]3[C:7]([C:6]([N:1]4[CH:5]=[CH:4][CH:3]=[N:2]4)=[CH:14][CH:13]=[CH:12]3)=[C:8]2[NH:15]1, predict the reactants needed to synthesize it. The reactants are: [N:1]1([C:6]2[CH:14]=[CH:13][CH:12]=[C:11]3[C:7]=2[C:8]([NH2:15])=[N:9][NH:10]3)[CH:5]=[CH:4][CH:3]=[N:2]1.CC1(C)OC(=O)[CH:20]([C:24]([CH:26]2[CH2:31][CH2:30][N:29]([C:32]([O:34][C:35]([CH3:38])([CH3:37])[CH3:36])=[O:33])[CH2:28][CH2:27]2)=O)[C:19](=O)[O:18]1.P([O-])([O-])([O-])=O.[K+].[K+].[K+].Cl. (7) Given the product [CH2:12]([N:9]1[CH2:10][CH2:11][CH:6]([C:4]([OH:5])=[O:3])[CH:7]([C:19]2[S:20][CH:21]=[CH:22][CH:23]=2)[CH2:8]1)[C:13]1[CH:14]=[CH:15][CH:16]=[CH:17][CH:18]=1, predict the reactants needed to synthesize it. The reactants are: C([O:3][C:4]([CH:6]1[CH2:11][CH2:10][N:9]([CH2:12][C:13]2[CH:18]=[CH:17][CH:16]=[CH:15][CH:14]=2)[CH2:8][CH:7]1[C:19]1[S:20][CH:21]=[CH:22][CH:23]=1)=[O:5])C. (8) Given the product [CH3:36][N:37]1[C:5]([C:7]2[CH:8]=[C:9]([NH:13][C:14]3[CH:23]=[CH:22][C:21]4[C:16](=[CH:17][CH:18]=[CH:19][CH:20]=4)[N:15]=3)[CH:10]=[CH:11][CH:12]=2)=[CH:4][N:3]=[CH:1]1, predict the reactants needed to synthesize it. The reactants are: [CH:1]([NH:3][CH2:4][C:5]([C:7]1[CH:12]=[CH:11][CH:10]=[C:9]([NH:13][C:14]2[CH:23]=[CH:22][C:21]3[C:16](=[CH:17][CH:18]=[CH:19][CH:20]=3)[N:15]=2)[CH:8]=1)=O)=O.C1(C)C(C)=CC=CC=1.C(O)(=O)C.[CH3:36][NH2:37]. (9) The reactants are: [Br:1][C:2]1[CH:7]=[CH:6][C:5]([CH:8](Cl)[C:9]2[CH:14]=[CH:13][CH:12]=[C:11]([O:15][Si:16]([C:19]([CH3:22])([CH3:21])[CH3:20])([CH3:18])[CH3:17])[CH:10]=2)=[CH:4][CH:3]=1.[CH3:24][C@H:25]1[CH2:30][NH:29][C@@H:28]([CH3:31])[CH2:27][NH:26]1.N[C@H](C(N[C@H](C(O)=O)C)=O)C.O=C1NCCNC1=O. Given the product [Br:1][C:2]1[CH:7]=[CH:6][C:5]([CH:8]([N:26]2[CH2:27][C@H:28]([CH3:31])[NH:29][CH2:30][C@@H:25]2[CH3:24])[C:9]2[CH:14]=[CH:13][CH:12]=[C:11]([O:15][Si:16]([C:19]([CH3:22])([CH3:21])[CH3:20])([CH3:18])[CH3:17])[CH:10]=2)=[CH:4][CH:3]=1, predict the reactants needed to synthesize it. (10) Given the product [OH:36][CH2:35][CH2:37][NH:38][C:30](=[O:31])[C@H:29]([O:28][C:26]1[CH:25]=[CH:24][CH:23]=[C:22]2[C:27]=1[C:18]([NH:17][C:13]1[CH:12]=[C:11]3[C:16](=[CH:15][CH:14]=1)[N:8]([CH2:7][C:2]1[CH:3]=[CH:4][CH:5]=[CH:6][N:1]=1)[N:9]=[CH:10]3)=[N:19][CH:20]=[N:21]2)[CH3:34], predict the reactants needed to synthesize it. The reactants are: [N:1]1[CH:6]=[CH:5][CH:4]=[CH:3][C:2]=1[CH2:7][N:8]1[C:16]2[C:11](=[CH:12][C:13]([NH:17][C:18]3[C:27]4[C:22](=[CH:23][CH:24]=[CH:25][C:26]=4[O:28][C@H:29]([CH3:34])[C:30](OC)=[O:31])[N:21]=[CH:20][N:19]=3)=[CH:14][CH:15]=2)[CH:10]=[N:9]1.[CH2:35]([CH2:37][NH2:38])[OH:36].